This data is from Catalyst prediction with 721,799 reactions and 888 catalyst types from USPTO. The task is: Predict which catalyst facilitates the given reaction. (1) Reactant: [C:1]1([CH:7]2[O:11][N:10]=[C:9]([C:12]3[N:13]=[C:14]([C:17]4[CH:22]=[CH:21][N:20]=[CH:19][CH:18]=4)[S:15][CH:16]=3)[CH2:8]2)[CH:6]=[CH:5][CH:4]=[CH:3][CH:2]=1.[CH2:23](Br)[C:24]1[CH:29]=[CH:28][CH:27]=[CH:26][CH:25]=1.[BH4-].[Na+].Cl. Product: [C:1]1([CH:7]2[O:11][N:10]=[C:9]([C:12]3[N:13]=[C:14]([C:17]4[CH2:18][CH2:19][N:20]([CH2:23][C:24]5[CH:29]=[CH:28][CH:27]=[CH:26][CH:25]=5)[CH2:21][CH:22]=4)[S:15][CH:16]=3)[CH2:8]2)[CH:2]=[CH:3][CH:4]=[CH:5][CH:6]=1. The catalyst class is: 93. (2) Reactant: [CH3:1][O:2][C:3]1[CH:8]=[CH:7][C:6]([CH:9]=[CH:10][C:11]2[O:15][C:14]([C:16]([O:18][CH3:19])=[O:17])=[CH:13][CH:12]=2)=[CH:5][CH:4]=1. Product: [CH3:1][O:2][C:3]1[CH:8]=[CH:7][C:6]([CH2:9][CH2:10][C:11]2[O:15][C:14]([C:16]([O:18][CH3:19])=[O:17])=[CH:13][CH:12]=2)=[CH:5][CH:4]=1. The catalyst class is: 153. (3) Reactant: [Cr:1]([O-:5])([O-:4])(=[O:3])=[O:2].[NH4+:6].[Na+]. Product: [Cr:1]([O:5][Cr:1]([O-:4])(=[O:3])=[O:2])([O-:4])(=[O:3])=[O:2].[NH4+:6].[NH4+:6]. The catalyst class is: 6. (4) Reactant: [OH:1][C:2]1[C:7]([C:8]2[CH:17]=[CH:16][C:15]([N+:18]([O-:20])=[O:19])=[CH:14][C:9]=2[C:10]([O:12]C)=[O:11])=[CH:6][CH:5]=[CH:4][N:3]=1.Cl. Product: [OH:1][C:2]1[C:7]([C:8]2[CH:17]=[CH:16][C:15]([N+:18]([O-:20])=[O:19])=[CH:14][C:9]=2[C:10]([OH:12])=[O:11])=[CH:6][CH:5]=[CH:4][N:3]=1. The catalyst class is: 5. (5) Reactant: [CH3:1][C:2]1[CH:7]=[C:6]([CH3:8])[CH:5]=[CH:4][C:3]=1[N:9]([CH2:23][CH:24]([CH3:26])[CH3:25])[S:10]([C:13]1[CH:22]=[CH:21][C:16]([C:17]([O:19]C)=[O:18])=[CH:15][CH:14]=1)(=[O:12])=[O:11].[OH-].[Na+].Cl. Product: [CH3:1][C:2]1[CH:7]=[C:6]([CH3:8])[CH:5]=[CH:4][C:3]=1[N:9]([CH2:23][CH:24]([CH3:26])[CH3:25])[S:10]([C:13]1[CH:14]=[CH:15][C:16]([C:17]([OH:19])=[O:18])=[CH:21][CH:22]=1)(=[O:12])=[O:11]. The catalyst class is: 30. (6) Reactant: [C:1]1([CH2:7][C:8]([NH:10][NH2:11])=O)[CH:6]=[CH:5][CH:4]=[CH:3][CH:2]=1.CO[C:14]1[CH2:15][CH2:16][CH2:17][CH2:18][CH2:19][CH2:20][N:21]=1. Product: [CH2:7]([C:8]1[N:21]2[CH2:20][CH2:19][CH2:18][CH2:17][CH2:16][CH2:15][C:14]2=[N:11][N:10]=1)[C:1]1[CH:6]=[CH:5][CH:4]=[CH:3][CH:2]=1. The catalyst class is: 11. (7) Reactant: Br[CH2:2][CH2:3][CH2:4][CH2:5][C:6](Cl)=[O:7].[S:9]1[CH:13]=[CH:12][CH:11]=[C:10]1[C:14]1[CH:15]=[C:16]([NH2:19])[NH:17][N:18]=1.CCN(C(C)C)C(C)C.C(O)C(N)(CO)CO.[C:37]([N:40]1[CH2:46][CH2:45][CH2:44][NH:43][CH2:42][CH2:41]1)(=[O:39])[CH3:38]. Product: [S:9]1[CH:13]=[CH:12][CH:11]=[C:10]1[C:14]1[NH:18][N:17]=[C:16]([NH:19][C:6](=[O:7])[CH2:5][CH2:4][CH2:3][CH2:2][N:43]2[CH2:44][CH2:45][CH2:46][N:40]([C:37](=[O:39])[CH3:38])[CH2:41][CH2:42]2)[CH:15]=1. The catalyst class is: 44. (8) Reactant: CC1(C)C(C)(C)OB([C:9]2[CH:10]=[CH:11][C:12]3[N:13]([C:22](=[O:24])[CH3:23])[C:14]4[C:19]([C:20]=3[CH:21]=2)=[CH:18][CH:17]=[CH:16][CH:15]=4)O1.[Br:26][C:27]1[CH:32]=[CH:31][CH:30]=[C:29](Br)[CH:28]=1.C([O-])([O-])=O.[K+].[K+]. Product: [Br:26][C:27]1[CH:28]=[C:29]([C:9]2[CH:21]=[CH:20][C:12]3[N:13]([C:22](=[O:24])[CH3:23])[C:14]4[C:19]([C:11]=3[CH:10]=2)=[CH:18][CH:17]=[CH:16][CH:15]=4)[CH:30]=[CH:31][CH:32]=1. The catalyst class is: 398. (9) Reactant: [OH-].[Na+].[CH3:3][C:4]1[O:5][C:6]2[CH:12]=[CH:11][C:10]([C:13]([O:15]C)=[O:14])=[CH:9][C:7]=2[CH:8]=1. Product: [CH3:3][C:4]1[O:5][C:6]2[CH:12]=[CH:11][C:10]([C:13]([OH:15])=[O:14])=[CH:9][C:7]=2[CH:8]=1. The catalyst class is: 24.